This data is from Full USPTO retrosynthesis dataset with 1.9M reactions from patents (1976-2016). The task is: Predict the reactants needed to synthesize the given product. (1) The reactants are: C([Li])CCC.[N:6]1([CH:11]2[CH2:16][CH2:15][N:14]([CH2:17][C:18]3[C:19]([O:30][CH3:31])=[N:20][C:21]4[C:26]([C:27]=3[Cl:28])=[CH:25][C:24](Br)=[CH:23][CH:22]=4)[CH2:13][CH2:12]2)[CH:10]=[CH:9][CH:8]=[N:7]1.[CH3:32][N:33]1[C:37]([CH:38]=[O:39])=[CH:36][N:35]=[C:34]1[CH3:40]. Given the product [N:6]1([CH:11]2[CH2:16][CH2:15][N:14]([CH2:17][C:18]3[C:19]([O:30][CH3:31])=[N:20][C:21]4[C:26]([C:27]=3[Cl:28])=[CH:25][C:24]([CH:38]([C:37]3[N:33]([CH3:32])[C:34]([CH3:40])=[N:35][CH:36]=3)[OH:39])=[CH:23][CH:22]=4)[CH2:13][CH2:12]2)[CH:10]=[CH:9][CH:8]=[N:7]1, predict the reactants needed to synthesize it. (2) Given the product [CH3:16][N:17]([CH3:21])[CH2:18][CH2:19][NH:20][C:4]([C:6]1[N:10]2[CH:11]=[C:12]([Br:15])[CH:13]=[CH:14][C:9]2=[N:8][CH:7]=1)=[O:5], predict the reactants needed to synthesize it. The reactants are: C(O[C:4]([C:6]1[N:10]2[CH:11]=[C:12]([Br:15])[CH:13]=[CH:14][C:9]2=[N:8][CH:7]=1)=[O:5])C.[CH3:16][N:17]([CH3:21])[CH2:18][CH2:19][NH2:20].ClCCl.